From a dataset of Peptide-MHC class II binding affinity with 134,281 pairs from IEDB. Regression. Given a peptide amino acid sequence and an MHC pseudo amino acid sequence, predict their binding affinity value. This is MHC class II binding data. (1) The peptide sequence is CGMFTNRSGSQQ. The MHC is DRB1_0701 with pseudo-sequence DRB1_0701. The binding affinity (normalized) is 0.400. (2) The peptide sequence is YDKFLANVSTVLLGK. The MHC is DRB1_0802 with pseudo-sequence DRB1_0802. The binding affinity (normalized) is 0.803. (3) The MHC is HLA-DQA10501-DQB10402 with pseudo-sequence HLA-DQA10501-DQB10402. The binding affinity (normalized) is 0.554. The peptide sequence is NFLGPIAVGGLLMML. (4) The peptide sequence is FSLECIMDVGEIQNK. The MHC is DRB3_0101 with pseudo-sequence DRB3_0101. The binding affinity (normalized) is 0.638. (5) The peptide sequence is GGTWVSATLEQDKCV. The MHC is DRB4_0101 with pseudo-sequence DRB4_0103. The binding affinity (normalized) is 0.189. (6) The peptide sequence is FREFSRAKGLNQEILE. The MHC is DRB1_1301 with pseudo-sequence DRB1_1301. The binding affinity (normalized) is 0.